This data is from Reaction yield outcomes from USPTO patents with 853,638 reactions. The task is: Predict the reaction yield, written as a fraction of the theoretical maximum amount of product (1.0 means a 100% yield; for example, 0.34 means a 34% yield). (1) The reactants are [OH-:1].[Na+].[S:3](Cl)([C:6]1[CH:12]=[CH:11][C:9]([CH3:10])=[CH:8][CH:7]=1)(=[O:5])=[O:4].O.[C:15](#[N:17])[CH3:16]. The catalyst is [Br-].C([N+](CCCC)(CCCC)CCCC)CCC.C1COCC1. The product is [CH3:16][C:15]1[N:17]([S:3]([C:6]2[CH:12]=[CH:11][C:9]([CH3:10])=[CH:8][CH:7]=2)(=[O:5])=[O:4])[C:8]2[CH2:7][CH2:6][CH2:12][C:11](=[O:1])[C:9]=2[CH:10]=1. The yield is 0.970. (2) The reactants are [C:1]1([C:7]2[N:12]=[N:11][C:10]([NH2:13])=[CH:9][CH:8]=2)[CH:6]=[CH:5][CH:4]=[CH:3][CH:2]=1.C([O-])(O)=O.[Na+].[Br:19]Br. The catalyst is CO. The product is [Br:19][C:9]1[CH:8]=[C:7]([C:1]2[CH:2]=[CH:3][CH:4]=[CH:5][CH:6]=2)[N:12]=[N:11][C:10]=1[NH2:13]. The yield is 0.330. (3) The reactants are Cl[C:2]1[C:3]2[C:10]([C:11]3[S:12][CH:13]=[CH:14][N:15]=3)=[CH:9][S:8][C:4]=2[N:5]=[CH:6][N:7]=1.FC(F)(F)C(O)=O.[NH2:23][CH2:24][CH2:25][CH2:26][O:27][C:28]1[CH:29]=[CH:30][C:31]([C:34]([NH:36][CH3:37])=[O:35])=[N:32][CH:33]=1.C(=O)([O-])[O-].[K+].[K+]. The catalyst is CN(C)C(=O)C. The product is [CH3:37][NH:36][C:34]([C:31]1[CH:30]=[CH:29][C:28]([O:27][CH2:26][CH2:25][CH2:24][NH:23][C:2]2[C:3]3[C:10]([C:11]4[S:12][CH:13]=[CH:14][N:15]=4)=[CH:9][S:8][C:4]=3[N:5]=[CH:6][N:7]=2)=[CH:33][N:32]=1)=[O:35]. The yield is 0.810. (4) The reactants are [C:1](=[O:4])([O-])[O-].[Cs+].[Cs+].[CH2:7]([N:14]1[C:19](=[O:20])[C:18]([C:21]2[CH:26]=[CH:25][C:24]([O:27][C:28]3[C:37]4[C:32](=[CH:33][C:34](O)=[C:35]([O:38][CH3:39])[CH:36]=4)[N:31]=[CH:30][CH:29]=3)=[C:23]([F:41])[CH:22]=2)=[CH:17][N:16]=[CH:15]1)[C:8]1[CH:13]=[CH:12][CH:11]=[CH:10][CH:9]=1.Cl[CH2:43][CH2:44][CH2:45][N:46]1[CH2:51][CH2:50]O[CH2:48][CH2:47]1. No catalyst specified. The product is [CH2:7]([N:14]1[C:19](=[O:20])[C:18]([C:21]2[CH:26]=[CH:25][C:24]([O:27][C:28]3[C:37]4[C:32](=[CH:33][C:34]([O:4][CH2:1][CH2:48][CH2:47][N:46]5[CH2:51][CH2:50][CH2:43][CH2:44][CH2:45]5)=[C:35]([O:38][CH3:39])[CH:36]=4)[N:31]=[CH:30][CH:29]=3)=[C:23]([F:41])[CH:22]=2)=[CH:17][N:16]=[CH:15]1)[C:8]1[CH:13]=[CH:12][CH:11]=[CH:10][CH:9]=1. The yield is 0.470. (5) The reactants are [Na:1].COC1O[CH2:8][CH:7]([CH2:10][O:11][C:12]2[CH:17]=[CH:16][N:15]=[C:14]([CH2:18][S:19]([C:21]3[NH:25][C:24]4[CH:26]=[CH:27][CH:28]=[CH:29][C:23]=4[N:22]=3)=[O:20])[C:13]=2[CH3:30])CO1.[O:31]1[C:35]2(CCC(O)[CH2:37][CH2:36]2)[O:34][CH2:33][CH2:32]1. No catalyst specified. The product is [Na:1].[O:31]1[C:35]2([CH2:36][CH2:37][CH:10]([O:11][C:12]3[CH:17]=[CH:16][N:15]=[C:14]([CH2:18][S:19]([C:21]4[NH:22][C:23]5[CH:29]=[CH:28][CH:27]=[CH:26][C:24]=5[N:25]=4)=[O:20])[C:13]=3[CH3:30])[CH2:7][CH2:8]2)[O:34][CH2:33][CH2:32]1. The yield is 0.0730. (6) The catalyst is CCO.S([O-])([O-])(=O)=O.[Ag+2]. The reactants are [I:1]I.[NH2:3][C:4]1[CH:13]=[C:12]([Cl:14])[CH:11]=[CH:10][C:5]=1[C:6]([O:8][CH3:9])=[O:7]. The yield is 0.990. The product is [NH2:3][C:4]1[CH:13]=[C:12]([Cl:14])[C:11]([I:1])=[CH:10][C:5]=1[C:6]([O:8][CH3:9])=[O:7]. (7) The yield is 0.460. The product is [NH2:34][CH2:33][CH2:32][O:24]/[N:23]=[C:21](/[C:17]1[CH:16]=[C:15]([C:12]([NH:11][C:9]([NH:8][C:5]2[CH:6]=[CH:7][C:2]([Cl:1])=[C:3]([N+:25]([O-:27])=[O:26])[CH:4]=2)=[O:10])([CH3:14])[CH3:13])[CH:20]=[CH:19][CH:18]=1)\[CH3:22]. The catalyst is CN(C=O)C. The reactants are [Cl:1][C:2]1[CH:7]=[CH:6][C:5]([NH:8][C:9]([NH:11][C:12]([C:15]2[CH:20]=[CH:19][CH:18]=[C:17](/[C:21](=[N:23]/[OH:24])/[CH3:22])[CH:16]=2)([CH3:14])[CH3:13])=[O:10])=[CH:4][C:3]=1[N+:25]([O-:27])=[O:26].[H-].[Na+].Cl.Cl[CH2:32][CH2:33][NH2:34]. (8) The reactants are [N+:1]([C:4]1[CH:9]=[CH:8][C:7]([CH2:10][CH2:11][C:12]([O:14][CH3:15])=[O:13])=[CH:6][CH:5]=1)([O-])=O. The catalyst is CO.[Pd]. The product is [NH2:1][C:4]1[CH:5]=[CH:6][C:7]([CH2:10][CH2:11][C:12]([O:14][CH3:15])=[O:13])=[CH:8][CH:9]=1. The yield is 0.910. (9) The reactants are Br[CH2:2][C:3]([C:5]1[C:10]([CH3:11])=[CH:9][C:8]([S:12][C:13]2[CH:18]=[CH:17][C:16]([O:19][CH3:20])=[CH:15][CH:14]=2)=[CH:7][C:6]=1[CH3:21])=O.[NH2:22][C:23]([NH2:25])=[S:24]. The catalyst is CCO. The product is [CH3:20][O:19][C:16]1[CH:17]=[CH:18][C:13]([S:12][C:8]2[CH:9]=[C:10]([CH3:11])[C:5]([C:3]3[N:22]=[C:23]([NH2:25])[S:24][CH:2]=3)=[C:6]([CH3:21])[CH:7]=2)=[CH:14][CH:15]=1. The yield is 0.900.